Predict the product of the given reaction. From a dataset of Forward reaction prediction with 1.9M reactions from USPTO patents (1976-2016). (1) Given the reactants C(=O)([O-])[O-].[Cs+].[Cs+].[NH2:7][C:8]1[O:9][CH2:10][C@:11]2([C:25]3[C:20](=[N:21][CH:22]=[C:23]([N:26]4[CH2:31][CH2:30][O:29][CH2:28][CH2:27]4)[CH:24]=3)[O:19][C:18]3[C:13]2=[CH:14][C:15]([OH:32])=[CH:16][CH:17]=3)[N:12]=1.C1C=CC(N([S:40]([C:43]([F:46])([F:45])[F:44])(=[O:42])=[O:41])[S:40]([C:43]([F:46])([F:45])[F:44])(=[O:42])=[O:41])=CC=1, predict the reaction product. The product is: [F:44][C:43]([F:46])([F:45])[S:40]([O:32][C:15]1[CH:14]=[C:13]2[C@@:11]3([CH2:10][O:9][C:8]([NH2:7])=[N:12]3)[C:25]3[C:20](=[N:21][CH:22]=[C:23]([N:26]4[CH2:27][CH2:28][O:29][CH2:30][CH2:31]4)[CH:24]=3)[O:19][C:18]2=[CH:17][CH:16]=1)(=[O:42])=[O:41]. (2) Given the reactants [Cl:1][C:2]1[CH:7]=[CH:6][C:5]([C:8]2[N:9]([CH2:14][C@H:15]([OH:20])[C:16]([F:19])([F:18])[F:17])[C:10](=[O:13])[NH:11][N:12]=2)=[CH:4][CH:3]=1.Br[CH2:22][C:23]1[S:24][C:25]([C:28]2[CH:33]=[CH:32][CH:31]=[C:30]([Cl:34])[C:29]=2[F:35])=[CH:26][N:27]=1, predict the reaction product. The product is: [Cl:34][C:30]1[C:29]([F:35])=[C:28]([C:25]2[S:24][C:23]([CH2:22][N:11]3[C:10](=[O:13])[N:9]([CH2:14][C@H:15]([OH:20])[C:16]([F:18])([F:19])[F:17])[C:8]([C:5]4[CH:6]=[CH:7][C:2]([Cl:1])=[CH:3][CH:4]=4)=[N:12]3)=[N:27][CH:26]=2)[CH:33]=[CH:32][CH:31]=1. (3) Given the reactants [C:1]([O:5][C:6]([N:8]1[CH2:13][CH2:12][N:11]([C:14]2[C:19]([CH2:20][O:21][C:22]3[CH:27]=[CH:26][CH:25]=[CH:24][C:23]=3[C:28]([F:31])([F:30])[F:29])=[CH:18][C:17]([Br:32])=[CH:16][C:15]=2[NH2:33])[CH2:10][CH2:9]1)=[O:7])([CH3:4])([CH3:3])[CH3:2].[C:34]([C:37]1[C:46]2[C:41](=[CH:42][CH:43]=[CH:44][CH:45]=2)[CH:40]=[CH:39][N:38]=1)(O)=[O:35].C1CN([P+](ON2N=NC3C=CC=CC2=3)(N2CCCC2)N2CCCC2)CC1.F[P-](F)(F)(F)(F)F.CCN(C(C)C)C(C)C, predict the reaction product. The product is: [C:1]([O:5][C:6]([N:8]1[CH2:9][CH2:10][N:11]([C:14]2[C:19]([CH2:20][O:21][C:22]3[CH:27]=[CH:26][CH:25]=[CH:24][C:23]=3[C:28]([F:31])([F:29])[F:30])=[CH:18][C:17]([Br:32])=[CH:16][C:15]=2[NH:33][C:34]([C:37]2[C:46]3[C:41](=[CH:42][CH:43]=[CH:44][CH:45]=3)[CH:40]=[CH:39][N:38]=2)=[O:35])[CH2:12][CH2:13]1)=[O:7])([CH3:4])([CH3:2])[CH3:3]. (4) Given the reactants [NH2:1][C:2]1[CH:7]=[CH:6][C:5]([C:8]([C:12]2[CH:17]=[CH:16][C:15]([F:18])=[CH:14][CH:13]=2)([OH:11])C#C)=[CH:4][CH:3]=1.FC1C=CC(C(C2C=CC(F)=CC=2)=O)=CC=1, predict the reaction product. The product is: [NH2:1][C:2]1[CH:7]=[CH:6][C:5]([C:8]([C:12]2[CH:17]=[CH:16][C:15]([F:18])=[CH:14][CH:13]=2)=[O:11])=[CH:4][CH:3]=1. (5) Given the reactants Br[CH:2]([C:16]1[CH:21]=[CH:20][CH:19]=[CH:18][CH:17]=1)[C:3]([C:5]1[CH:6]=[CH:7][C:8]2[O:13][CH2:12][C:11](=[O:14])[NH:10][C:9]=2[CH:15]=1)=O.[CH3:22][NH:23][C:24]([NH2:26])=[S:25], predict the reaction product. The product is: [CH3:22][NH:23][C:24]1[S:25][C:2]([C:16]2[CH:21]=[CH:20][CH:19]=[CH:18][CH:17]=2)=[C:3]([C:5]2[CH:6]=[CH:7][C:8]3[O:13][CH2:12][C:11](=[O:14])[NH:10][C:9]=3[CH:15]=2)[N:26]=1.